From a dataset of Forward reaction prediction with 1.9M reactions from USPTO patents (1976-2016). Predict the product of the given reaction. (1) Given the reactants [O:1]=[C:2]1[NH:7][CH2:6][CH2:5][N:4]([C:8]([O:10][CH2:11][CH3:12])=[O:9])[CH2:3]1.P([O-])([O-])([O-])=O.[K+].[K+].[K+].Br[C:22]1[C:30]2[C:25](=[N:26][C:27]([O:31][CH2:32][C:33]3[CH:38]=[CH:37][CH:36]=[CH:35][N:34]=3)=[CH:28][CH:29]=2)[N:24]([CH3:39])[CH:23]=1.CNCCNC, predict the reaction product. The product is: [CH3:39][N:24]1[C:25]2=[N:26][C:27]([O:31][CH2:32][C:33]3[CH:38]=[CH:37][CH:36]=[CH:35][N:34]=3)=[CH:28][CH:29]=[C:30]2[C:22]([N:7]2[CH2:6][CH2:5][N:4]([C:8]([O:10][CH2:11][CH3:12])=[O:9])[CH2:3][C:2]2=[O:1])=[CH:23]1. (2) Given the reactants [Cl:1][C:2]1[CH:3]=[C:4]([S:9]([N:12]([CH2:22][C:23]([OH:25])=[O:24])[C:13]2[CH:14]=[C:15]3[C:19](=[CH:20][CH:21]=2)[NH:18][CH2:17][CH2:16]3)(=[O:11])=[O:10])[CH:5]=[C:6]([Cl:8])[CH:7]=1.[C:26](OC(=O)C)(=[O:28])[CH3:27], predict the reaction product. The product is: [C:26]([N:18]1[C:19]2[C:15](=[CH:14][C:13]([N:12]([CH2:22][C:23]([OH:25])=[O:24])[S:9]([C:4]3[CH:5]=[C:6]([Cl:8])[CH:7]=[C:2]([Cl:1])[CH:3]=3)(=[O:10])=[O:11])=[CH:21][CH:20]=2)[CH2:16][CH2:17]1)(=[O:28])[CH3:27]. (3) Given the reactants Br[C:2]1[CH:3]=[C:4]([CH2:8][CH2:9][CH2:10][NH:11][C:12](=[O:17])[C:13]([F:16])([F:15])[F:14])[CH:5]=[CH:6][CH:7]=1.[C:18]([C:20]1([OH:26])[CH2:25][CH2:24][CH2:23][CH2:22][CH2:21]1)#[CH:19], predict the reaction product. The product is: [F:14][C:13]([F:16])([F:15])[C:12]([NH:11][CH2:10][CH2:9][CH2:8][C:4]1[CH:5]=[CH:6][CH:7]=[C:2]([C:19]#[C:18][C:20]2([OH:26])[CH2:25][CH2:24][CH2:23][CH2:22][CH2:21]2)[CH:3]=1)=[O:17]. (4) Given the reactants [NH2:1][C:2]1[S:3][C:4]2[C:10](=[O:11])[CH2:9][C:8]([CH3:13])([CH3:12])[CH2:7][C:5]=2[N:6]=1.[Cl:14][C:15]1[C:20]([Cl:21])=[C:19]([Cl:22])[CH:18]=[CH:17][C:16]=1[S:23](Cl)(=[O:25])=[O:24], predict the reaction product. The product is: [Cl:14][C:15]1[C:20]([Cl:21])=[C:19]([Cl:22])[CH:18]=[CH:17][C:16]=1[S:23]([NH:1][C:2]1[S:3][C:4]2[C:10](=[O:11])[CH2:9][C:8]([CH3:13])([CH3:12])[CH2:7][C:5]=2[N:6]=1)(=[O:25])=[O:24]. (5) The product is: [CH:12]1([CH2:15][CH2:16][NH:17][C:18]([C:20]2[N:21]=[N:22][C:23]([N:26]3[CH2:31][CH2:30][N:29]([C:4](=[O:5])[C:3]4[CH:7]=[C:8]([F:11])[CH:9]=[CH:10][C:2]=4[F:1])[CH2:28][CH2:27]3)=[CH:24][CH:25]=2)=[O:19])[CH2:14][CH2:13]1. Given the reactants [F:1][C:2]1[CH:10]=[CH:9][C:8]([F:11])=[CH:7][C:3]=1[C:4](Cl)=[O:5].[CH:12]1([CH2:15][CH2:16][NH:17][C:18]([C:20]2[N:21]=[N:22][C:23]([N:26]3[CH2:31][CH2:30][NH:29][CH2:28][CH2:27]3)=[CH:24][CH:25]=2)=[O:19])[CH2:14][CH2:13]1, predict the reaction product. (6) Given the reactants [NH2:1][C:2]1[CH:3]=[CH:4][C:5]([F:18])=[C:6]([C@:8]2([CH3:17])[C:13]([F:15])([F:14])[CH2:12][O:11][C:10]([NH2:16])=[N:9]2)[CH:7]=1.[CH3:19][N:20]1[CH:24]=[CH:23][C:22]([C:25](O)=[O:26])=[N:21]1, predict the reaction product. The product is: [NH2:16][C:10]1[O:11][CH2:12][C:13]([F:14])([F:15])[C@:8]([C:6]2[CH:7]=[C:2]([NH:1][C:25]([C:22]3[CH:23]=[CH:24][N:20]([CH3:19])[N:21]=3)=[O:26])[CH:3]=[CH:4][C:5]=2[F:18])([CH3:17])[N:9]=1.